Dataset: Full USPTO retrosynthesis dataset with 1.9M reactions from patents (1976-2016). Task: Predict the reactants needed to synthesize the given product. (1) Given the product [Cl:47][CH2:48][C:49]([NH:37][NH:36][C:34]([C:32]1[CH:33]=[C:28]([C:25]2[CH:26]=[N:27][C:22]([NH:21][C:19]([NH:18][CH2:16][CH3:17])=[O:20])=[CH:23][C:24]=2[C:38]2[S:39][CH:40]=[C:41]([C:43]([F:46])([F:45])[F:44])[N:42]=2)[CH:29]=[N:30][CH:31]=1)=[O:35])=[O:50], predict the reactants needed to synthesize it. The reactants are: C(=NC1CCCCC1)=NC1CCCCC1.[CH2:16]([NH:18][C:19]([NH:21][C:22]1[N:27]=[CH:26][C:25]([C:28]2[CH:29]=[N:30][CH:31]=[C:32]([C:34]([NH:36][NH2:37])=[O:35])[CH:33]=2)=[C:24]([C:38]2[S:39][CH:40]=[C:41]([C:43]([F:46])([F:45])[F:44])[N:42]=2)[CH:23]=1)=[O:20])[CH3:17].[Cl:47][CH2:48][C:49]([O-])=[O:50].[Na+].CN(C(ON1N=NC2C=CC=NC1=2)=[N+](C)C)C.F[P-](F)(F)(F)(F)F.C(=O)([O-])[O-].[K+].[K+]. (2) Given the product [OH:4][CH2:5][CH2:6][O:7][NH:8][C:9]([C:11]1[C:20]([NH:21][C:22]2[CH:27]=[CH:26][C:25]([Br:28])=[CH:24][C:23]=2[Cl:29])=[C:19]([F:30])[C:14]2[N:15]=[CH:16][N:17]([CH3:18])[C:13]=2[CH:12]=1)=[O:10], predict the reactants needed to synthesize it. The reactants are: Cl.C([O:4][CH2:5][CH2:6][O:7][NH:8][C:9]([C:11]1[C:20]([NH:21][C:22]2[CH:27]=[CH:26][C:25]([Br:28])=[CH:24][C:23]=2[Cl:29])=[C:19]([F:30])[C:14]2[N:15]=[CH:16][N:17]([CH3:18])[C:13]=2[CH:12]=1)=[O:10])=C. (3) The reactants are: ClC1C=C(C=CC=1)C(OO)=[O:6].[N:12]1[CH:17]=[CH:16][CH:15]=[C:14]([C:18]2([C:21]([O:23]CC)=[O:22])[CH2:20][CH2:19]2)[CH:13]=1. Given the product [C:21]([C:18]1([C:14]2[CH:13]=[N+:12]([O-:6])[CH:17]=[CH:16][CH:15]=2)[CH2:20][CH2:19]1)([OH:23])=[O:22], predict the reactants needed to synthesize it.